Dataset: Full USPTO retrosynthesis dataset with 1.9M reactions from patents (1976-2016). Task: Predict the reactants needed to synthesize the given product. (1) Given the product [NH2:19][C:10]1[C:9]2[N:8]=[CH:7][N:6]([CH2:5][CH2:4][CH2:3][CH2:2][NH:1][C:30](=[O:31])[C:27]3[CH:26]=[CH:25][C:24]([O:23][CH2:22][C:21]([F:33])([F:34])[F:20])=[N:29][CH:28]=3)[C:18]=2[C:17]2[CH:16]=[CH:15][CH:14]=[CH:13][C:12]=2[N:11]=1, predict the reactants needed to synthesize it. The reactants are: [NH2:1][CH2:2][CH2:3][CH2:4][CH2:5][N:6]1[C:18]2[C:17]3[CH:16]=[CH:15][CH:14]=[CH:13][C:12]=3[N:11]=[C:10]([NH2:19])[C:9]=2[N:8]=[CH:7]1.[F:20][C:21]([F:34])([F:33])[CH2:22][O:23][C:24]1[N:29]=[CH:28][C:27]([C:30](Cl)=[O:31])=[CH:26][CH:25]=1. (2) Given the product [CH2:11]([O:13][C:14]([C@H:16]1[C@@H:21]([NH:22][CH2:5][C:4]2[CH:7]=[CH:8][C:9]([F:10])=[C:2]([Cl:1])[CH:3]=2)[C@H:20]2[CH2:23][C@@H:17]1[CH2:18][CH2:19]2)=[O:15])[CH3:12], predict the reactants needed to synthesize it. The reactants are: [Cl:1][C:2]1[CH:3]=[C:4]([CH:7]=[CH:8][C:9]=1[F:10])[CH:5]=O.[CH2:11]([O:13][C:14]([C@H:16]1[C@@H:21]([NH2:22])[C@H:20]2[CH2:23][C@@H:17]1[CH2:18][CH2:19]2)=[O:15])[CH3:12].C([BH3-])#N.[Na+]. (3) Given the product [N:8]1([C:1]([N:3]2[CH2:4][CH2:15][CH:16]([N:19]3[CH2:25][CH2:24][C:23]4[CH:26]=[CH:27][CH:28]=[CH:29][C:22]=4[NH:21][C:20]3=[O:30])[CH2:6][CH2:7]2)=[O:2])[CH:12]=[CH:11][N:10]=[CH:9]1, predict the reactants needed to synthesize it. The reactants are: [C:1]([N:8]1[CH:12]=[CH:11][N:10]=[CH:9]1)([N:3]1[CH:7]=[CH:6]N=[CH:4]1)=[O:2].N1CC[CH:16]([N:19]2[CH2:25][CH2:24][C:23]3[CH:26]=[CH:27][CH:28]=[CH:29][C:22]=3[NH:21][C:20]2=[O:30])[CH2:15]C1.C(OC)(C)(C)C. (4) The reactants are: Cl.[NH2:2]O.[CH2:4]([O:6][C:7](=[O:36])[C:8](O)=[CH:9][C:10]([C:12]1[CH:17]=[C:16]([Cl:18])[C:15]([O:19][CH2:20][C:21]2[CH:26]=[CH:25][CH:24]=[CH:23][CH:22]=2)=[CH:14][C:13]=1[O:27][CH2:28][C:29]1[CH:34]=[CH:33][CH:32]=[CH:31][CH:30]=1)=[O:11])[CH3:5]. Given the product [CH2:4]([O:6][C:7]([C:8]1[CH:9]=[C:10]([C:12]2[CH:17]=[C:16]([Cl:18])[C:15]([O:19][CH2:20][C:21]3[CH:26]=[CH:25][CH:24]=[CH:23][CH:22]=3)=[CH:14][C:13]=2[O:27][CH2:28][C:29]2[CH:34]=[CH:33][CH:32]=[CH:31][CH:30]=2)[O:11][N:2]=1)=[O:36])[CH3:5], predict the reactants needed to synthesize it. (5) Given the product [CH2:1]([O:3][C:4](=[O:37])[CH2:5][C:6]1[CH:7]=[C:8]([C:13]2[CH:18]=[CH:17][C:16]([C:19]([F:21])([F:22])[F:20])=[CH:15][C:14]=2[CH2:23][N:24]([C:27]([O:29][CH2:30][C:31]2[CH:36]=[CH:35][CH:34]=[CH:33][CH:32]=2)=[O:28])[CH2:25][CH3:26])[C:9]([O:12][S:51]([C:54]([F:57])([F:56])[F:55])(=[O:53])=[O:52])=[CH:10][CH:11]=1)[CH3:2], predict the reactants needed to synthesize it. The reactants are: [CH2:1]([O:3][C:4](=[O:37])[CH2:5][C:6]1[CH:7]=[C:8]([C:13]2[CH:18]=[CH:17][C:16]([C:19]([F:22])([F:21])[F:20])=[CH:15][C:14]=2[CH2:23][N:24]([C:27]([O:29][CH2:30][C:31]2[CH:36]=[CH:35][CH:34]=[CH:33][CH:32]=2)=[O:28])[CH2:25][CH3:26])[C:9]([OH:12])=[CH:10][CH:11]=1)[CH3:2].C(=O)([O-])[O-].[Cs+].[Cs+].C1C=CC(N([S:51]([C:54]([F:57])([F:56])[F:55])(=[O:53])=[O:52])[S:51]([C:54]([F:57])([F:56])[F:55])(=[O:53])=[O:52])=CC=1. (6) Given the product [NH2:25][C@@H:9]([CH2:8][C:5]1[CH:4]=[CH:3][C:2]([F:1])=[CH:7][CH:6]=1)[C:10]([NH:12][C:13]1[N:17]([CH3:18])[N:16]=[C:15]([C:19]2[CH:24]=[CH:23][N:22]=[CH:21][CH:20]=2)[CH:14]=1)=[O:11], predict the reactants needed to synthesize it. The reactants are: [F:1][C:2]1[CH:7]=[CH:6][C:5]([CH2:8][C@H:9]([NH:25]C(=O)OC(C)(C)C)[C:10]([NH:12][C:13]2[N:17]([CH3:18])[N:16]=[C:15]([C:19]3[CH:24]=[CH:23][N:22]=[CH:21][CH:20]=3)[CH:14]=2)=[O:11])=[CH:4][CH:3]=1.Cl.